Dataset: Catalyst prediction with 721,799 reactions and 888 catalyst types from USPTO. Task: Predict which catalyst facilitates the given reaction. (1) Reactant: CC(OI1(OC(C)=O)(OC(C)=O)OC(=O)C2C=CC=CC1=2)=O.[CH2:23]([O:30][C:31]([NH:33][C:34]([CH3:41])([CH2:39][OH:40])[C:35]([O:37][CH3:38])=[O:36])=[O:32])[C:24]1[CH:29]=[CH:28][CH:27]=[CH:26][CH:25]=1.C(OCC)C.C([O-])(O)=O.[Na+]. Product: [CH2:23]([O:30][C:31]([NH:33][C:34]([CH3:41])([CH:39]=[O:40])[C:35]([O:37][CH3:38])=[O:36])=[O:32])[C:24]1[CH:25]=[CH:26][CH:27]=[CH:28][CH:29]=1. The catalyst class is: 2. (2) Reactant: CC(C)([O-])C.[K+].C(O)(C)(C)C.[CH2:12]([O:14][C:15](=[O:21])[CH2:16][C:17](=[O:20])[CH2:18][CH3:19])[CH3:13].Br[CH2:23][C:24]1[CH:29]=[CH:28][C:27]([Cl:30])=[CH:26][CH:25]=1. Product: [CH2:12]([O:14][C:15](=[O:21])[CH:16]([CH2:23][C:24]1[CH:29]=[CH:28][C:27]([Cl:30])=[CH:26][CH:25]=1)[C:17](=[O:20])[CH2:18][CH3:19])[CH3:13]. The catalyst class is: 30. (3) Reactant: [Cl:1][C:2]1[CH:3]=[C:4]2[C:12](=[C:13]([Cl:15])[CH:14]=1)[NH:11][C:10]1[C:9]([C:21]([F:24])([F:23])[F:22])([O:16][Si](C)(C)C)[CH2:8][CH2:7][CH2:6][C:5]2=1.[OH-].[K+]. Product: [Cl:1][C:2]1[CH:3]=[C:4]2[C:12](=[C:13]([Cl:15])[CH:14]=1)[NH:11][C:10]1[C:9]([C:21]([F:23])([F:22])[F:24])([OH:16])[CH2:8][CH2:7][CH2:6][C:5]2=1. The catalyst class is: 20.